From a dataset of Full USPTO retrosynthesis dataset with 1.9M reactions from patents (1976-2016). Predict the reactants needed to synthesize the given product. (1) Given the product [NH:17]1[C:18]2[C:19](=[N:20][CH:21]=[CH:22][CH:23]=2)[C:15]([CH2:9][C:10]([O:12][CH2:13][CH3:14])=[O:11])=[CH:16]1, predict the reactants needed to synthesize it. The reactants are: C([SiH](CC)CC)C.O=[C:9]([C:15]1[C:19]2=[N:20][CH:21]=[CH:22][CH:23]=[C:18]2[NH:17][CH:16]=1)[C:10]([O:12][CH2:13][CH3:14])=[O:11]. (2) Given the product [O:73]=[CH:72][C@@H:59]([C@H:22]([C@@H:21]([C@@H:7]([CH2:8][OH:9])[OH:16])[OH:20])[OH:23])[OH:58], predict the reactants needed to synthesize it. The reactants are: C1N([CH2:7][CH2:8][OH:9])CCN(CCS(O)(=O)=O)C1.[OH-:16].[Na+].C(N(CC(O)=O)CC(O)=O)C[O:20][CH2:21][CH2:22][O:23]CCN(CC(O)=O)CC(O)=O.[Cl-].[Cl-].[Ca+2].[Mg+2].[Cl-].[Cl-].[Cl-].[K+].CCC(C[O:58][C:59]([C:72](N(CC[NH+](C)C)C)=[O:73])(C1C=CC=CC=1)C1C=CC=CC=1)CC.[Cl-]. (3) The reactants are: C[Al](C)C.[CH3:5][C:6]1[N:7]=[CH:8][C:9]([NH2:12])=[N:10][CH:11]=1.[OH:13][C@H:14]([CH2:19][O:20][C@@H:21]([CH3:34])[CH2:22][O:23][Si:24]([CH:31]([CH3:33])[CH3:32])([CH:28]([CH3:30])[CH3:29])[CH:25]([CH3:27])[CH3:26])[C:15](OC)=[O:16]. Given the product [OH:13][C@@H:14]([CH2:19][O:20][C@H:21]([CH3:34])[CH2:22][O:23][Si:24]([CH:28]([CH3:30])[CH3:29])([CH:31]([CH3:33])[CH3:32])[CH:25]([CH3:26])[CH3:27])[C:15]([NH:12][C:9]1[CH:8]=[N:7][C:6]([CH3:5])=[CH:11][N:10]=1)=[O:16], predict the reactants needed to synthesize it. (4) Given the product [C:1]([C:3]1[CH:4]=[CH:5][C:6]([C:9]2[N:13]3[CH:14]=[C:15]([C:18]4[CH:28]=[CH:27][C:21]([C:22]([OH:24])=[O:23])=[C:20]([F:29])[CH:19]=4)[CH:16]=[CH:17][C:12]3=[N:11][CH:10]=2)=[CH:7][CH:8]=1)#[N:2], predict the reactants needed to synthesize it. The reactants are: [C:1]([C:3]1[CH:8]=[CH:7][C:6]([C:9]2[N:13]3[CH:14]=[C:15]([C:18]4[CH:28]=[CH:27][C:21]([C:22]([O:24]CC)=[O:23])=[C:20]([F:29])[CH:19]=4)[CH:16]=[CH:17][C:12]3=[N:11][CH:10]=2)=[CH:5][CH:4]=1)#[N:2].[Li+].[OH-]. (5) Given the product [CH2:10]([N:17]1[CH2:20][CH:19]([C:21]([O:23][CH2:24][CH3:25])=[O:22])[CH2:18]1)[C:11]1[CH:12]=[CH:13][CH:14]=[CH:15][CH:16]=1, predict the reactants needed to synthesize it. The reactants are: CN1CCCN(C)C1=O.[CH2:10]([N:17]1[CH2:20][C:19](C(OCC)=O)([C:21]([O:23][CH2:24][CH3:25])=[O:22])[CH2:18]1)[C:11]1[CH:16]=[CH:15][CH:14]=[CH:13][CH:12]=1. (6) Given the product [CH:1]1([NH:8][C:9]2[S:10][C:14]([CH2:18][CH3:19])([CH2:12][CH3:13])[C:15](=[O:16])[N:11]=2)[CH2:7][CH2:6][CH2:5][CH2:4][CH2:3][CH2:2]1, predict the reactants needed to synthesize it. The reactants are: [CH:1]1([NH:8][C:9]([NH2:11])=[S:10])[CH2:7][CH2:6][CH2:5][CH2:4][CH2:3][CH2:2]1.[CH2:12]([CH:14]([CH2:18][CH3:19])[C:15](O)=[O:16])[CH3:13]. (7) Given the product [Cl:40][C:37]1[CH:36]=[CH:35][C:34](/[CH:33]=[CH:32]/[C:31]2[C:17]3[C:18](=[N:19][C:20]([C:22]4[CH:23]=[CH:24][C:25]([OH:28])=[CH:26][CH:27]=4)=[CH:21][C:16]=3[C:14]([N:11]3[CH2:10][CH2:9][NH:8][CH2:13][CH2:12]3)=[O:15])[NH:29][N:30]=2)=[CH:39][CH:38]=1, predict the reactants needed to synthesize it. The reactants are: C(OC([N:8]1[CH2:13][CH2:12][N:11]([C:14]([C:16]2[C:17]3[C:31](/[CH:32]=[CH:33]/[C:34]4[CH:39]=[CH:38][C:37]([Cl:40])=[CH:36][CH:35]=4)=[N:30][N:29](C4CCCCO4)[C:18]=3[N:19]=[C:20]([C:22]3[CH:27]=[CH:26][C:25]([OH:28])=[CH:24][CH:23]=3)[CH:21]=2)=[O:15])[CH2:10][CH2:9]1)=O)(C)(C)C.Cl.O1CCOCC1.